From a dataset of Forward reaction prediction with 1.9M reactions from USPTO patents (1976-2016). Predict the product of the given reaction. (1) Given the reactants Br[C:2]1[C:3]([N:22]2[CH2:27][CH2:26][C:25]([F:29])([CH3:28])[CH2:24][CH2:23]2)=[C:4]([C@H:10]([O:17][C:18]([CH3:21])([CH3:20])[CH3:19])[C:11]([O:13][CH:14]([CH3:16])[CH3:15])=[O:12])[C:5]([CH3:9])=[N:6][C:7]=1[CH3:8].[F:30][C:31]1[CH:56]=[CH:55][C:34]([CH2:35][CH2:36][O:37][C:38]2[CH:43]=[CH:42][C:41](B3OC(=O)CN(C)CC(=O)O3)=[CH:40][CH:39]=2)=[CH:33][CH:32]=1.C1(P(C2CCCCC2)C2C=CC=CC=2C2C(OC)=CC=CC=2OC)CCCCC1.[O-]P([O-])([O-])=O.[K+].[K+].[K+], predict the reaction product. The product is: [C:18]([O:17][C@@H:10]([C:4]1[C:5]([CH3:9])=[N:6][C:7]([CH3:8])=[C:2]([C:41]2[CH:40]=[CH:39][C:38]([O:37][CH2:36][CH2:35][C:34]3[CH:33]=[CH:32][C:31]([F:30])=[CH:56][CH:55]=3)=[CH:43][CH:42]=2)[C:3]=1[N:22]1[CH2:27][CH2:26][C:25]([F:29])([CH3:28])[CH2:24][CH2:23]1)[C:11]([O:13][CH:14]([CH3:16])[CH3:15])=[O:12])([CH3:21])([CH3:20])[CH3:19]. (2) Given the reactants [CH:1]1[C:14]2[C:13](=[O:15])[C:12]3[C:7](=[CH:8][CH:9]=[CH:10][CH:11]=3)[CH2:6][C:5]=2[CH:4]=[CH:3][CH:2]=1.[OH-].[Na+].S(OC)(O[CH3:22])(=O)=O.O, predict the reaction product. The product is: [CH3:22][O:15][C:13]1[C:12]2[C:7]([CH:6]=[C:5]3[C:14]=1[CH:1]=[CH:2][CH:3]=[CH:4]3)=[CH:8][CH:9]=[CH:10][CH:11]=2. (3) The product is: [CH3:1][N:2]1[C:6]([C:7]2[C:8]([CH3:34])=[C:9]([CH:23]=[C:24]([C:26]3[CH:31]=[N:30][C:29]([S:36]([CH3:45])(=[O:41])=[O:37])=[N:28][CH:27]=3)[CH:25]=2)[C:10]([NH:12][CH2:13][C:14]2[C:15](=[O:22])[NH:16][C:17]([CH3:21])=[CH:18][C:19]=2[CH3:20])=[O:11])=[C:5]([CH3:35])[CH:4]=[N:3]1. Given the reactants [CH3:1][N:2]1[C:6]([C:7]2[C:8]([CH3:34])=[C:9]([CH:23]=[C:24]([C:26]3[CH:27]=[N:28][C:29](SC)=[N:30][CH:31]=3)[CH:25]=2)[C:10]([NH:12][CH2:13][C:14]2[C:15](=[O:22])[NH:16][C:17]([CH3:21])=[CH:18][C:19]=2[CH3:20])=[O:11])=[C:5]([CH3:35])[CH:4]=[N:3]1.[S:36]([O-:41])(O[O-])(=O)=[O:37].[K+].[K+].O1CCC[CH2:45]1, predict the reaction product. (4) The product is: [CH3:1][O:2][C:3]1[CH:4]=[C:5]([C:11]2[CH:16]=[C:15]([N:17]3[CH2:18][CH2:19][CH2:20][CH2:21]3)[N:14]=[C:13]([CH2:22][CH2:23][C:24]3[N:33]=[C:32]([N:34]4[CH2:39][CH2:38][N:37]([CH3:40])[CH2:36][CH2:35]4)[C:31]4[C:26](=[CH:27][CH:28]=[CH:29][CH:30]=4)[N:25]=3)[N:12]=2)[CH:6]=[CH:7][C:8]=1[O:9][CH3:10]. Given the reactants [CH3:1][O:2][C:3]1[CH:4]=[C:5]([C:11]2[CH:16]=[C:15]([N:17]3[CH2:21][CH2:20][CH2:19][CH2:18]3)[N:14]=[C:13](/[CH:22]=[CH:23]/[C:24]3[N:33]=[C:32]([N:34]4[CH2:39][CH2:38][N:37]([CH3:40])[CH2:36][CH2:35]4)[C:31]4[C:26](=[CH:27][CH:28]=[CH:29][CH:30]=4)[N:25]=3)[N:12]=2)[CH:6]=[CH:7][C:8]=1[O:9][CH3:10].O1CCCC1, predict the reaction product. (5) Given the reactants [CH3:1][Si:2]([C:5]#[CH:6])([CH3:4])[CH3:3].[CH2:7]([Li])[CH2:8][CH2:9][CH3:10].C1[C:29]2[C:28]3[C:27](=O)[C:26]4[C:25]5[CH:31]=[CH:32][CH:33]=[CH:34][C:24]=5[CH:23]=[CH:22][C:21]=4[C:20](=O)[C:19]=3[CH:18]=[CH:17][C:16]=2C=CC=1.[Sn](Cl)Cl, predict the reaction product. The product is: [CH3:1][Si:2]([CH3:4])([CH3:3])[C:5]1[C:33]2[CH:34]=[CH:24][C:25]3[CH:31]=[CH:32][CH:20]=[C:21]([C:22]#[CH:23])[C:26]=3[C:27]=2[C:28]([Si:2]([CH3:4])([CH3:3])[CH3:1])=[C:29]2[C:6]=1[CH:10]=[CH:9][C:8]1[CH:7]=[CH:19][CH:18]=[CH:17][C:16]=12. (6) The product is: [C:8]([C:10]1[CH:53]=[CH:52][C:13]2[NH:14][C:15]([CH:17]([C:23]3[C:31]([CH3:32])=[CH:30][C:29]([CH3:33])=[C:28]4[C:24]=3[CH:25]=[CH:26][N:27]4[S:34]([C:37]3[CH:38]=[CH:39][C:40]([CH3:41])=[CH:42][CH:43]=3)(=[O:36])=[O:35])[C:18]([O:20][CH2:21][CH3:22])=[O:19])=[N:16][C:12]=2[CH:11]=1)#[N:9]. Given the reactants Cl.O1CCOCC1.[C:8]([C:10]1[CH:53]=[CH:52][C:13]2[N:14](COCC[Si](C)(C)C)[C:15]([CH:17]([C:23]3[C:31]([CH3:32])=[CH:30][C:29]([CH3:33])=[C:28]4[C:24]=3[CH:25]=[CH:26][N:27]4[S:34]([C:37]3[CH:43]=[CH:42][C:40]([CH3:41])=[CH:39][CH:38]=3)(=[O:36])=[O:35])[C:18]([O:20][CH2:21][CH3:22])=[O:19])=[N:16][C:12]=2[CH:11]=1)#[N:9].C(C1C=CC2N=C(C(C3C(C)=CC(C)=C4C=3C=CN4S(C3C=CC(C)=CC=3)(=O)=O)C(OCC)=O)N(COCC[Si](C)(C)C)C=2C=1)#N, predict the reaction product. (7) The product is: [O:1]=[C:2]1[C:10]2[C:5](=[CH:6][CH:7]=[CH:8][CH:9]=2)[C:4](=[O:11])[N:3]1[CH2:12][CH2:13][C:14]1[CH:15]=[C:16]([CH:28]=[CH:29][CH:30]=1)[O:17][C:18]1[CH:23]=[CH:22][N:21]=[C:20]([C:24]([NH:26][CH3:27])=[O:25])[CH:19]=1. Given the reactants [O:1]=[C:2]1[C:10]2[C:5](=[CH:6][CH:7]=[CH:8][CH:9]=2)[C:4](=[O:11])[N:3]1/[CH:12]=[CH:13]/[C:14]1[CH:15]=[C:16]([CH:28]=[CH:29][CH:30]=1)[O:17][C:18]1[CH:23]=[CH:22][N:21]=[C:20]([C:24]([NH:26][CH3:27])=[O:25])[CH:19]=1, predict the reaction product. (8) Given the reactants [C:1]([C:3]1[CH:8]=[CH:7][C:6]([NH:9][C:10]([CH:12]2[NH:16][CH:15]([CH2:17][C:18]([CH3:21])([CH3:20])[CH3:19])[C:14]3([C:29]4[C:24](=[CH:25][C:26]([Cl:31])=[CH:27][C:28]=4[F:30])[NH:23][C:22]3=[O:32])[CH:13]2[C:33]2[CH:38]=[CH:37][CH:36]=[C:35]([Cl:39])[C:34]=2[F:40])=[O:11])=[C:5]([O:41][CH3:42])[CH:4]=1)#[N:2].[OH:43]O.[OH-].[Na+], predict the reaction product. The product is: [C:1]([C:3]1[CH:8]=[CH:7][C:6]([NH:9][C:10]([CH:12]2[NH:16][CH:15]([CH2:17][C:18]([CH3:21])([CH3:20])[CH3:19])[C:14]3([C:29]4[C:24](=[CH:25][C:26]([Cl:31])=[CH:27][C:28]=4[F:30])[NH:23][C:22]3=[O:32])[CH:13]2[C:33]2[CH:38]=[CH:37][CH:36]=[C:35]([Cl:39])[C:34]=2[F:40])=[O:11])=[C:5]([O:41][CH3:42])[CH:4]=1)(=[O:43])[NH2:2].